Dataset: Forward reaction prediction with 1.9M reactions from USPTO patents (1976-2016). Task: Predict the product of the given reaction. Given the reactants [OH:1][C:2]1[CH:3]=[C:4]([CH:19]=[CH:20][CH:21]=1)[CH2:5][N:6]1[CH2:11][CH2:10][N:9]([C:12]([O:14][C:15]([CH3:18])([CH3:17])[CH3:16])=[O:13])[CH2:8][CH2:7]1.[CH:22]1([CH2:28][CH2:29]O)[CH2:27][CH2:26][CH2:25][CH2:24][CH2:23]1.C1C=CC(P(C2C=CC=CC=2)C2C=CC=CC=2)=CC=1.CCOC(/N=N/C(OCC)=O)=O, predict the reaction product. The product is: [CH:22]1([CH2:28][CH2:29][O:1][C:2]2[CH:3]=[C:4]([CH:19]=[CH:20][CH:21]=2)[CH2:5][N:6]2[CH2:11][CH2:10][N:9]([C:12]([O:14][C:15]([CH3:16])([CH3:17])[CH3:18])=[O:13])[CH2:8][CH2:7]2)[CH2:27][CH2:26][CH2:25][CH2:24][CH2:23]1.